Dataset: Reaction yield outcomes from USPTO patents with 853,638 reactions. Task: Predict the reaction yield, written as a fraction of the theoretical maximum amount of product (1.0 means a 100% yield; for example, 0.34 means a 34% yield). The product is [Br:20][CH:21]([CH2:25][CH2:26][Br:27])[C:22]([NH:6][CH2:5][C:4]1[CH:7]=[CH:8][C:9]([CH3:10])=[C:2]([F:1])[CH:3]=1)=[O:23]. The reactants are [F:1][C:2]1[CH:3]=[C:4]([CH:7]=[CH:8][C:9]=1[CH3:10])[CH2:5][NH2:6].C(N(C(C)C)C(C)C)C.[Br:20][CH:21]([CH2:25][CH2:26][Br:27])[C:22](Cl)=[O:23]. The yield is 0.850. The catalyst is ClCCl.